From a dataset of Reaction yield outcomes from USPTO patents with 853,638 reactions. Predict the reaction yield, written as a fraction of the theoretical maximum amount of product (1.0 means a 100% yield; for example, 0.34 means a 34% yield). (1) The reactants are Br[C:2]1[C:3]([F:10])=[CH:4][C:5]([CH3:9])=[C:6]([CH:8]=1)[NH2:7].[C:11]([Cu])#[N:12]. The catalyst is CN1C(=O)CCC1.[Cu]I. The product is [NH2:7][C:6]1[C:5]([CH3:9])=[CH:4][C:3]([F:10])=[C:2]([CH:8]=1)[C:11]#[N:12]. The yield is 0.360. (2) The reactants are [Br:1][C:2]1[CH:7]=[CH:6][C:5]([C:8]2([C:12]#N)[CH2:11][CH2:10][CH2:9]2)=[CH:4][CH:3]=1.[OH-:14].[K+].CC[OH:18]. The catalyst is O.C(OCC)(=O)C. The product is [Br:1][C:2]1[CH:7]=[CH:6][C:5]([C:8]2([C:12]([OH:18])=[O:14])[CH2:11][CH2:10][CH2:9]2)=[CH:4][CH:3]=1. The yield is 0.790. (3) The reactants are Br[C:2]1[CH:7]=[CH:6][CH:5]=[CH:4][C:3]=1[N:8]1[C:20]2[CH:19]=[CH:18][CH:17]=[CH:16][C:15]=2C2C1=CC=CC=2.[CH3:21][CH2:22][CH2:23][CH2:24][CH2:25][CH3:26].[CH2:27]([Li])[CH2:28][CH2:29][CH3:30].[B:32]([O:37]C)(OC)[O:33]C.Cl.O1CC[CH2:42][CH2:41]1. No catalyst specified. The product is [CH:23]1[C:22]2[N:8]([C:3]3[CH:4]=[CH:5][C:6]([C:28]4[C:29]([B:32]([OH:37])[OH:33])=[CH:30][CH:41]=[CH:42][CH:27]=4)=[CH:7][CH:2]=3)[C:20]3[C:15](=[CH:16][CH:17]=[CH:18][CH:19]=3)[C:21]=2[CH:26]=[CH:25][CH:24]=1. The yield is 0.550. (4) The reactants are [CH2:1](Br)[C:2]#[CH:3].[NH:5]1[CH2:10][CH2:9][NH:8][CH2:7][CH2:6]1. The catalyst is C1COCC1.O. The product is [CH2:1]([N:5]1[CH2:10][CH2:9][NH:8][CH2:7][CH2:6]1)[C:2]#[CH:3]. The yield is 0.230. (5) The reactants are [CH3:1][S:2]([C:5]1[CH:6]=[CH:7][C:8]([O:14][C@@H:15]([CH3:20])[C:16]([F:19])([F:18])[F:17])=[C:9]([CH:13]=1)[C:10]([OH:12])=O)(=[O:4])=[O:3].Cl.[F:22][C:23]([F:37])([F:36])[CH2:24][C:25]1[S:29][C:28]([N:30]2[CH2:35][CH2:34][NH:33][CH2:32][CH2:31]2)=[N:27][CH:26]=1. No catalyst specified. The product is [CH3:1][S:2]([C:5]1[CH:6]=[CH:7][C:8]([O:14][C@@H:15]([CH3:20])[C:16]([F:19])([F:18])[F:17])=[C:9]([C:10]([N:33]2[CH2:34][CH2:35][N:30]([C:28]3[S:29][C:25]([CH2:24][C:23]([F:37])([F:22])[F:36])=[CH:26][N:27]=3)[CH2:31][CH2:32]2)=[O:12])[CH:13]=1)(=[O:3])=[O:4]. The yield is 0.540. (6) The reactants are C(C1C=C(Cl)C=[C:6]([O:11]C)C=1O)C=C.[H-].[Na+].C(Br)C1C=CC=CC=1.[Cl:24]C1C=C(C2CCCCC2)C2OC(CO)CC=2C=1.C(C1C=C(Cl)C=C(OC)C=1OCC1C=CC=CC=1)C=C.CC[C@H]1[C@H]2C[C@H]([C@H](OC3C4C(=CC=CC=4)C(O[C@H](C4C=CN=C5C=4C=C(OC)C=C5)[C@@H]4N5C[C@H](CC)[C@@H](CC5)C4)=NN=3)C3C=CN=C4C=3C=C(OC)C=C4)N(CC2)C1.[CH2:120]([O:127][C:128]1[CH:133]=[C:132](OC)[CH:131]=[CH:130][C:129]=1[CH2:136][CH:137]([OH:140])[CH2:138][OH:139])[C:121]1[CH:126]=[CH:125][CH:124]=[CH:123][CH:122]=1. No catalyst specified. The product is [CH2:120]([O:127][C:128]1[C:133]([O:11][CH3:6])=[CH:132][C:131]([Cl:24])=[CH:130][C:129]=1[CH2:136][CH:137]([OH:140])[CH2:138][OH:139])[C:121]1[CH:122]=[CH:123][CH:124]=[CH:125][CH:126]=1. The yield is 0.540.